This data is from Forward reaction prediction with 1.9M reactions from USPTO patents (1976-2016). The task is: Predict the product of the given reaction. (1) Given the reactants [NH2:1][C:2]1[CH:7]=[CH:6][CH:5]=[CH:4][C:3]=1[S:8]([NH:11][C:12]1[CH:13]=[N:14][C:15]([O:18][CH3:19])=[CH:16][CH:17]=1)(=[O:10])=[O:9].[C:20](N1C=CN=C1)(N1C=CN=C1)=[O:21].C(N(CC)CC)C, predict the reaction product. The product is: [CH3:19][O:18][C:15]1[N:14]=[CH:13][C:12]([N:11]2[C:20](=[O:21])[NH:1][C:2]3[CH:7]=[CH:6][CH:5]=[CH:4][C:3]=3[S:8]2(=[O:9])=[O:10])=[CH:17][CH:16]=1. (2) The product is: [F:27][C:24]([F:25])([F:26])[C:19]1[CH:20]=[CH:21][CH:22]=[CH:23][C:18]=1[C:17]([N:14]1[CH2:15][CH2:16][N:11]([C:8]2[N:7]=[N:6][C:5]([C:3]([OH:4])=[O:2])=[CH:10][CH:9]=2)[CH2:12][CH2:13]1)=[O:28]. Given the reactants C[O:2][C:3]([C:5]1[N:6]=[N:7][C:8]([N:11]2[CH2:16][CH2:15][N:14]([C:17](=[O:28])[C:18]3[CH:23]=[CH:22][CH:21]=[CH:20][C:19]=3[C:24]([F:27])([F:26])[F:25])[CH2:13][CH2:12]2)=[CH:9][CH:10]=1)=[O:4].O[Li].O, predict the reaction product. (3) Given the reactants [C:1]1([C:7]2[N:11]([CH2:12][C:13]3[CH:18]=[CH:17][C:16]([C:19]([F:22])([F:21])[F:20])=[CH:15][CH:14]=3)[C:10]([C:23]3[CH:24]=[C:25]4[C:30](=[CH:31][CH:32]=3)[CH:29]=[C:28]([O:33][CH2:34][C:35]3[CH:44]=[CH:43][C:38]([C:39]([O:41]C)=[O:40])=[CH:37][CH:36]=3)[CH:27]=[CH:26]4)=[CH:9][CH:8]=2)[CH:6]=[CH:5][CH:4]=[CH:3][CH:2]=1.[OH-].[Na+], predict the reaction product. The product is: [C:1]1([C:7]2[N:11]([CH2:12][C:13]3[CH:14]=[CH:15][C:16]([C:19]([F:20])([F:21])[F:22])=[CH:17][CH:18]=3)[C:10]([C:23]3[CH:24]=[C:25]4[C:30](=[CH:31][CH:32]=3)[CH:29]=[C:28]([O:33][CH2:34][C:35]3[CH:36]=[CH:37][C:38]([C:39]([OH:41])=[O:40])=[CH:43][CH:44]=3)[CH:27]=[CH:26]4)=[CH:9][CH:8]=2)[CH:2]=[CH:3][CH:4]=[CH:5][CH:6]=1. (4) Given the reactants [CH2:1]([O:3][C:4]([C:6]1[C:11]([Br:12])=[CH:10][N:9]=[C:8](S(C)(=O)=O)[N:7]=1)=[O:5])[CH3:2].[CH3:17][O:18][CH2:19][CH2:20][NH2:21], predict the reaction product. The product is: [CH2:1]([O:3][C:4]([C:6]1[C:11]([Br:12])=[CH:10][N:9]=[C:8]([NH:21][CH2:20][CH2:19][O:18][CH3:17])[N:7]=1)=[O:5])[CH3:2].